This data is from Forward reaction prediction with 1.9M reactions from USPTO patents (1976-2016). The task is: Predict the product of the given reaction. (1) Given the reactants [CH2:1]([O:8][C:9]([NH:11][C@H:12]([C:25]1[N:29]([C@@H:30]([CH3:35])[C:31]([O:33]C)=[O:32])[N:28]=[N:27][N:26]=1)[CH2:13][C:14]1[CH:19]=[CH:18][C:17]([O:20][C:21]([CH3:24])([CH3:23])[CH3:22])=[CH:16][CH:15]=1)=[O:10])[C:2]1[CH:7]=[CH:6][CH:5]=[CH:4][CH:3]=1.CO.[OH-].[Li+].Cl, predict the reaction product. The product is: [CH2:1]([O:8][C:9]([NH:11][C@H:12]([C:25]1[N:29]([C@@H:30]([CH3:35])[C:31]([OH:33])=[O:32])[N:28]=[N:27][N:26]=1)[CH2:13][C:14]1[CH:19]=[CH:18][C:17]([O:20][C:21]([CH3:24])([CH3:23])[CH3:22])=[CH:16][CH:15]=1)=[O:10])[C:2]1[CH:7]=[CH:6][CH:5]=[CH:4][CH:3]=1. (2) The product is: [F:1][C:2]1[CH:7]=[C:6]([C:8]([F:9])([F:11])[F:10])[CH:5]=[CH:4][C:3]=1[CH:12]1[CH2:17][C:16](=[O:18])[N:15]([CH3:26])[C:14]([CH3:19])=[C:13]1[C:20]([O:22][CH3:23])=[O:21]. Given the reactants [F:1][C:2]1[CH:7]=[C:6]([C:8]([F:11])([F:10])[F:9])[CH:5]=[CH:4][C:3]=1[CH:12]1[CH2:17][C:16](=[O:18])[NH:15][C:14]([CH3:19])=[C:13]1[C:20]([O:22][CH3:23])=[O:21].[H-].[Na+].[CH3:26]OS(OC)(=O)=O, predict the reaction product. (3) Given the reactants [NH:1]1[C:5]([NH2:6])=[CH:4][CH:3]=[N:2]1.C(O[CH:10]=[C:11]([C:17]([O:19][CH2:20][CH3:21])=[O:18])[C:12]([O:14][CH2:15][CH3:16])=[O:13])C, predict the reaction product. The product is: [NH:1]1[C:5]([NH:6][CH:10]=[C:11]([C:12]([O:14][CH2:15][CH3:16])=[O:13])[C:17]([O:19][CH2:20][CH3:21])=[O:18])=[CH:4][CH:3]=[N:2]1. (4) Given the reactants N([C:9]([O:11][CH:12]([CH3:14])[CH3:13])=O)=NC(OC(C)C)=O.NC1C=CC([CH2:20][OH:21])=CC=1.CC([C@H](NC(OCC1C=CC=CC=1)=O)C(ON1C(=O)CCC1=O)=O)C.N[C@H](C(O)=O)CCCNC(N)=O.C[C@@H]1O[C@@H](O[C@@H]2C3=C(O)C4C(=O)C5C(=CC=CC=5OC)C(=O)C=4C(O)=C3C[C@@](O)(C(CO)=O)C2)C[C@H](N)[C@@H]1O.C[C:101]1[C@@H:118]([O:119][C:120]([C@H](O)[C@@H](NC(C2C=CC=CC=2)=O)C2C=CC=CC=2)=O)C[C@]2(O)C(C)(C)[C:102]=1[C@@H:103](OC(C)=O)[C:104]([C@@:106]1(C)[C@H:111]([C@@H]2OC(C2C=CC=CC=2)=O)[C@:110]2([O:152]C(C)=O)[CH2:150][O:151][C@@H:109]2[CH2:108][C@@H:107]1O)=O.CC1C(=O)C2N3[C@@](OC)([C@H](COC(N)=O)C=2C(=O)C=1N)[C@H]1N[C@H]1C3, predict the reaction product. The product is: [CH3:150][O:151][C:109]1[CH:108]=[CH:107][C:106](/[CH:104]=[CH:103]\[C:102]2[CH:101]=[C:118]([O:119][CH3:120])[C:13]([O:21][CH3:20])=[C:12]([O:11][CH3:9])[CH:14]=2)=[CH:111][C:110]=1[OH:152]. (5) Given the reactants [CH3:1][C:2]1[CH:7]=[CH:6][C:5]([C:8]2[O:12][N:11]=[CH:10][C:9]=2[C:13](Cl)=[O:14])=[CH:4][CH:3]=1.[C:16]1([CH:22]2[CH2:27][CH2:26][NH:25][CH2:24][CH2:23]2)[CH:21]=[CH:20][CH:19]=[CH:18][CH:17]=1, predict the reaction product. The product is: [CH3:1][C:2]1[CH:7]=[CH:6][C:5]([C:8]2[O:12][N:11]=[CH:10][C:9]=2[C:13]([N:25]2[CH2:26][CH2:27][CH:22]([C:16]3[CH:21]=[CH:20][CH:19]=[CH:18][CH:17]=3)[CH2:23][CH2:24]2)=[O:14])=[CH:4][CH:3]=1. (6) Given the reactants F[C:2]1[C:11]2[C:6](=[CH:7][CH:8]=[CH:9][CH:10]=2)[C:5]([S:12]([C:15]2[CH:20]=[CH:19][CH:18]=[CH:17][CH:16]=2)(=[O:14])=[O:13])=[CH:4][CH:3]=1.[NH:21]1[CH2:26][CH2:25][NH:24][CH2:23][CH2:22]1, predict the reaction product. The product is: [C:15]1([S:12]([C:5]2[C:6]3[C:11](=[CH:10][CH:9]=[CH:8][CH:7]=3)[C:2]([N:21]3[CH2:26][CH2:25][NH:24][CH2:23][CH2:22]3)=[CH:3][CH:4]=2)(=[O:14])=[O:13])[CH:20]=[CH:19][CH:18]=[CH:17][CH:16]=1. (7) Given the reactants [CH2:1]([S:4](Cl)(=[O:6])=[O:5])[CH2:2]C.[NH2:8][CH2:9][C:10]([C:13]1[CH:18]=[CH:17][C:16]([O:19][CH2:20][C:21]2[CH:26]=[CH:25][CH:24]=[CH:23][CH:22]=2)=[CH:15][CH:14]=1)([OH:12])[CH3:11].[CH2:27]1CCN2C(=NCCC2)CC1, predict the reaction product. The product is: [OH:12][C:10]([C:13]1[CH:18]=[CH:17][C:16]([O:19][CH2:20][C:21]2[CH:26]=[CH:25][CH:24]=[CH:23][CH:22]=2)=[CH:15][CH:14]=1)([CH3:11])[CH2:9][NH:8][S:4]([CH:1]([CH3:2])[CH3:27])(=[O:5])=[O:6].